Dataset: Retrosynthesis with 50K atom-mapped reactions and 10 reaction types from USPTO. Task: Predict the reactants needed to synthesize the given product. (1) Given the product CC(C)(C)OC(=O)N[C@@H]1CCN(C(=O)c2cc(-c3ccc(O)cc3)nc3[nH]ncc23)C1, predict the reactants needed to synthesize it. The reactants are: CC(C)(C)OC(=O)N[C@@H]1CCNC1.O=C(O)c1cc(-c2ccc(O)cc2)nc2[nH]ncc12. (2) Given the product O=C(NCCOc1ccc(CC(Oc2ccccc2)C(=O)O)cc1Br)c1ccc(-c2ccccn2)cc1, predict the reactants needed to synthesize it. The reactants are: CCOC(=O)C(Cc1ccc(OCCNC(=O)c2ccc(-c3ccccn3)cc2)c(Br)c1)Oc1ccccc1.